This data is from Retrosynthesis with 50K atom-mapped reactions and 10 reaction types from USPTO. The task is: Predict the reactants needed to synthesize the given product. (1) The reactants are: COC(=O)C(CC(=O)OC(C)(C)C)C1CCCC1. Given the product CC(C)(C)OC(=O)CC(C(=O)O)C1CCCC1, predict the reactants needed to synthesize it. (2) The reactants are: CC(C)(C)OC(=O)c1c(OCc2ccccc2)sc2c1C(N=C=O)C(CN1C(=O)c3ccccc3C1=O)N(C(=O)OC(C)(C)C)C2. Given the product CC(C)(C)OC(=O)c1c(OCc2ccccc2)sc2c1C(N=C=O)C(CN1C(=O)c3ccccc3C1=O)NC2, predict the reactants needed to synthesize it. (3) Given the product Cc1ccc(F)c(-c2cc(CO)no2)c1, predict the reactants needed to synthesize it. The reactants are: COC(=O)c1cc(-c2cc(C)ccc2F)on1. (4) Given the product COc1cc2nc(N3CCOCC3)nc(N)c2cc1OC, predict the reactants needed to synthesize it. The reactants are: C1COCCN1.COc1cc2nc(Cl)nc(N)c2cc1OC. (5) Given the product CC(C)(C)OC(=O)N1CCC[C@@H]2CN(c3cc(Cl)nc(N)n3)C[C@@H]21, predict the reactants needed to synthesize it. The reactants are: CC(C)(C)OC(=O)N1CCC[C@@H]2CNC[C@@H]21.Nc1nc(Cl)cc(Cl)n1.